This data is from Forward reaction prediction with 1.9M reactions from USPTO patents (1976-2016). The task is: Predict the product of the given reaction. (1) Given the reactants CC(C)([O-])C.[K+].CO[C:9](=[O:21])[C:10]([C:12]1[C:20]2[C:15](=[CH:16][CH:17]=[CH:18][CH:19]=2)[NH:14][CH:13]=1)=O.[CH3:22][N:23]([CH2:25][C:26]1[CH:34]=[CH:33][C:32]2[N:28]([C:29]([CH2:36][C:37]([NH2:39])=[O:38])=[C:30]([CH3:35])[CH:31]=2)[CH:27]=1)[CH3:24].[NH4+].[Cl-], predict the reaction product. The product is: [CH3:22][N:23]([CH2:25][C:26]1[CH:34]=[CH:33][C:32]2[N:28]([C:29]([C:36]3[C:37](=[O:38])[NH:39][C:9](=[O:21])[C:10]=3[C:12]3[C:20]4[C:15](=[CH:16][CH:17]=[CH:18][CH:19]=4)[NH:14][CH:13]=3)=[C:30]([CH3:35])[CH:31]=2)[CH:27]=1)[CH3:24]. (2) Given the reactants [CH2:1]([C:3]1[CH:4]=[C:5]([CH:27]=[CH:28][C:29]=1[O:30]C)[O:6][C:7]1[CH:12]=[CH:11][C:10]([C:13](=[O:26])[CH2:14][CH2:15][C:16]([NH:18][CH2:19][C:20]2[CH:21]=[N:22][CH:23]=[CH:24][CH:25]=2)=[O:17])=[CH:9][CH:8]=1)[CH3:2].B(Br)(Br)Br.O, predict the reaction product. The product is: [CH2:1]([C:3]1[CH:4]=[C:5]([CH:27]=[CH:28][C:29]=1[OH:30])[O:6][C:7]1[CH:8]=[CH:9][C:10]([C:13](=[O:26])[CH2:14][CH2:15][C:16]([NH:18][CH2:19][C:20]2[CH:21]=[N:22][CH:23]=[CH:24][CH:25]=2)=[O:17])=[CH:11][CH:12]=1)[CH3:2]. (3) Given the reactants [CH3:1][O:2][C:3]1[CH:22]=[CH:21][C:6]([CH2:7][C@@H:8]2[C:12]3=[N:13][C:14]4[CH:19]=[CH:18][CH:17]=[CH:16][C:15]=4[N:11]3[C:10](=[O:20])[NH:9]2)=[CH:5][CH:4]=1.[CH:23]1([C@@H:29]([NH2:31])[CH3:30])[CH2:28][CH2:27][CH2:26][CH2:25][CH2:24]1.C(O)(C(F)(F)F)=O, predict the reaction product. The product is: [NH:11]1[C:15]2[CH:16]=[CH:17][CH:18]=[CH:19][C:14]=2[N:13]=[C:12]1[C@H:8]([NH:9][C:10]([NH:31][C@H:29]([CH:23]1[CH2:28][CH2:27][CH2:26][CH2:25][CH2:24]1)[CH3:30])=[O:20])[CH2:7][C:6]1[CH:21]=[CH:22][C:3]([O:2][CH3:1])=[CH:4][CH:5]=1. (4) Given the reactants [Cl:1][C:2]1[CH:7]=[C:6]([NH:8][C:9]2[C:18]3[C:13](=[CH:14][CH:15]=[CH:16][C:17]=3[O:19][CH2:20][C@H:21]3[CH2:25][CH2:24][CH2:23][N:22]3[C:26](=[O:31])[CH2:27][N:28]([CH3:30])[CH3:29])[N:12]=[CH:11][N:10]=2)[CH:5]=[CH:4][C:3]=1[OH:32].C(=O)([O-])[O-].[K+].[K+].C1OCCOCCOCCOCCOCCOC1.Cl.Cl[CH2:59][C:60]1[N:61]=[CH:62][S:63][CH:64]=1, predict the reaction product. The product is: [Cl:1][C:2]1[CH:7]=[C:6]([NH:8][C:9]2[C:18]3[C:13](=[CH:14][CH:15]=[CH:16][C:17]=3[O:19][CH2:20][C@H:21]3[CH2:25][CH2:24][CH2:23][N:22]3[C:26](=[O:31])[CH2:27][N:28]([CH3:30])[CH3:29])[N:12]=[CH:11][N:10]=2)[CH:5]=[CH:4][C:3]=1[O:32][CH2:59][C:60]1[N:61]=[CH:62][S:63][CH:64]=1. (5) Given the reactants C1(P(C2C=CC=CC=2)C2C=CC=CC=2)C=CC=CC=1.Cl.[NH2:21][C:22]1[CH:27]=[CH:26][CH:25]=[CH:24][C:23]=1B(O)O.Br[C:32]1[C:33]([C:39]#[N:40])=[N:34][N:35]([CH3:38])[C:36]=1[CH3:37].C(=O)([O-])[O-].[Na+].[Na+], predict the reaction product. The product is: [CH3:37][C:36]1[N:35]([CH3:38])[N:34]=[C:33]2[C:32]=1[C:23]1[CH:24]=[CH:25][CH:26]=[CH:27][C:22]=1[N:21]=[C:39]2[NH2:40]. (6) Given the reactants [BH4-].[Na+].[C:3]([C:7]1[CH:28]=[CH:27][C:10]([CH2:11][N:12]([CH2:19][CH2:20][C:21]2[S:22][CH:23]=[C:24]([CH3:26])[N:25]=2)C(=O)C(F)(F)F)=[CH:9][CH:8]=1)([CH3:6])([CH3:5])[CH3:4].O, predict the reaction product. The product is: [C:3]([C:7]1[CH:28]=[CH:27][C:10]([CH2:11][NH:12][CH2:19][CH2:20][C:21]2[S:22][CH:23]=[C:24]([CH3:26])[N:25]=2)=[CH:9][CH:8]=1)([CH3:6])([CH3:4])[CH3:5].